This data is from Full USPTO retrosynthesis dataset with 1.9M reactions from patents (1976-2016). The task is: Predict the reactants needed to synthesize the given product. (1) Given the product [Cl:50][C:47]1[CH:48]=[CH:49][C:44]([C:39]2[CH:40]=[CH:41][CH:42]=[CH:43][C:38]=2[CH2:37][N:34]2[CH2:35][CH2:36][N:31]([C:28]3[CH:27]=[CH:26][C:25]([CH2:24][N:17]4[C:18]5[CH:23]=[CH:22][CH:21]=[CH:20][C:19]=5[N:15]([CH2:14][CH2:13][CH2:12][O:11][C:7]5[CH:6]=[C:5]([CH:10]=[CH:9][CH:8]=5)[C:4]([OH:52])=[O:3])[C:16]4=[NH:51])=[CH:30][CH:29]=3)[CH2:32][CH2:33]2)=[CH:45][CH:46]=1, predict the reactants needed to synthesize it. The reactants are: C([O:3][C:4](=[O:52])[C:5]1[CH:10]=[CH:9][CH:8]=[C:7]([O:11][CH2:12][CH2:13][CH2:14][N:15]2[C:19]3[CH:20]=[CH:21][CH:22]=[CH:23][C:18]=3[N:17]([CH2:24][C:25]3[CH:30]=[CH:29][C:28]([N:31]4[CH2:36][CH2:35][N:34]([CH2:37][C:38]5[CH:43]=[CH:42][CH:41]=[CH:40][C:39]=5[C:44]5[CH:49]=[CH:48][C:47]([Cl:50])=[CH:46][CH:45]=5)[CH2:33][CH2:32]4)=[CH:27][CH:26]=3)[C:16]2=[NH:51])[CH:6]=1)C.O[Li].O. (2) Given the product [CH3:1][S:2]([N:5]1[CH2:6][CH2:7][N:8]([C:11]2[CH:12]=[CH:13][C:14]([O:17][CH2:26][C:25]([F:45])([F:44])[F:24])=[CH:15][N:16]=2)[CH2:9][CH2:10]1)(=[O:4])=[O:3], predict the reactants needed to synthesize it. The reactants are: [CH3:1][S:2]([N:5]1[CH2:10][CH2:9][N:8]([C:11]2[N:16]=[CH:15][C:14]([OH:17])=[CH:13][CH:12]=2)[CH2:7][CH2:6]1)(=[O:4])=[O:3].C([O-])([O-])=O.[K+].[K+].[F:24][C:25]([F:45])([F:44])[C:26](F)(F)C(F)(F)C(F)(F)S(O[CH2:26][C:25]([F:45])([F:44])[F:24])(=O)=O.FC(F)(F)S(OCC(F)(F)F)(=O)=O. (3) Given the product [Cl:50][C:35]1[C:36]([NH:38][C:39]2[C:48]([F:49])=[CH:47][CH:46]=[CH:45][C:40]=2[C:41]([NH:43][CH3:44])=[O:42])=[N:37][C:32]([NH:29][C:27]2[C:26]([F:30])=[CH:25][C:24]3[N:18]([CH2:16][CH3:17])[CH2:19][CH2:20][CH2:21][O:22][C:23]=3[CH:28]=2)=[N:33][CH:34]=1, predict the reactants needed to synthesize it. The reactants are: C12(CS(O)(=O)=O)C(C)(C)C(CC1)CC2=O.[CH2:16]([N:18]1[C:24]2[CH:25]=[C:26]([F:30])[C:27]([NH2:29])=[CH:28][C:23]=2[O:22][CH2:21][CH2:20][CH2:19]1)[CH3:17].Cl[C:32]1[N:37]=[C:36]([NH:38][C:39]2[C:48]([F:49])=[CH:47][CH:46]=[CH:45][C:40]=2[C:41]([NH:43][CH3:44])=[O:42])[C:35]([Cl:50])=[CH:34][N:33]=1. (4) Given the product [CH3:1][O:2][C:3]([C@H:4]1[CH2:5][CH2:6][C:7]([C:9]2[CH:14]=[CH:13][CH:12]=[C:11]([F:15])[CH:10]=2)=[N:16]1)=[O:24], predict the reactants needed to synthesize it. The reactants are: [CH3:1][O:2][C:3](=[O:24])[C@H:4]([NH:16]C(OC(C)(C)C)=O)[CH2:5][CH2:6][C:7]([C:9]1[CH:14]=[CH:13][CH:12]=[C:11]([F:15])[CH:10]=1)=O.C(O)(C(F)(F)F)=O. (5) Given the product [CH3:1][O:2][C:3]1[C:11]2[O:10][C:9]([CH:12]3[CH2:13][CH2:14][CH2:15][O:17]3)=[CH:8][C:7]=2[CH:6]=[CH:5][CH:4]=1, predict the reactants needed to synthesize it. The reactants are: [CH3:1][O:2][C:3]1[C:11]2[O:10][C:9]([CH:12]([OH:17])[CH2:13][CH2:14][CH2:15]O)=[CH:8][C:7]=2[CH:6]=[CH:5][CH:4]=1.O.C1(C)C=CC(S(O)(=O)=O)=CC=1. (6) Given the product [Si:1]([O:8][CH:9]1[CH2:13][N:12]([C:14]([O:16][C:17]([CH3:20])([CH3:19])[CH3:18])=[O:15])[CH:11]([CH2:21][O:22][S:31]([CH3:30])(=[O:33])=[O:32])[CH2:10]1)([C:4]([CH3:7])([CH3:6])[CH3:5])([CH3:3])[CH3:2], predict the reactants needed to synthesize it. The reactants are: [Si:1]([O:8][CH:9]1[CH2:13][N:12]([C:14]([O:16][C:17]([CH3:20])([CH3:19])[CH3:18])=[O:15])[CH:11]([CH2:21][OH:22])[CH2:10]1)([C:4]([CH3:7])([CH3:6])[CH3:5])([CH3:3])[CH3:2].C(N(CC)CC)C.[CH3:30][S:31](Cl)(=[O:33])=[O:32]. (7) Given the product [CH3:20][O:19][C:16]1[CH:17]=[CH:18][C:13]([CH:11]2[C:22]3[C:7](=[CH:6][C:5]([O:4][CH2:3][CH:2]([OH:1])[CH2:25][N:26]4[CH2:31][CH2:30][CH2:29][CH2:28][CH2:27]4)=[CH:24][CH:23]=3)[CH2:8][N:9]([CH3:21])[CH2:10]2)=[CH:14][CH:15]=1, predict the reactants needed to synthesize it. The reactants are: [OH:1][CH:2]([CH2:25][N:26]1[CH2:31][CH2:30][CH2:29][CH2:28][CH2:27]1)[CH2:3][O:4][C:5]1[CH:6]=[C:7]([CH:22]=[CH:23][CH:24]=1)[CH2:8][N:9]([CH3:21])[CH2:10][C:11]([C:13]1[CH:18]=[CH:17][C:16]([O:19][CH3:20])=[CH:15][CH:14]=1)=O.OCCCOC1C=C(C=CC=1)CN(C)CC(C1C=CC(OC)=CC=1)=O.